From a dataset of Peptide-MHC class II binding affinity with 134,281 pairs from IEDB. Regression. Given a peptide amino acid sequence and an MHC pseudo amino acid sequence, predict their binding affinity value. This is MHC class II binding data. The peptide sequence is FKTFEAAFTSSSKAA. The MHC is DRB1_1201 with pseudo-sequence DRB1_1201. The binding affinity (normalized) is 0.0651.